From a dataset of TCR-epitope binding with 47,182 pairs between 192 epitopes and 23,139 TCRs. Binary Classification. Given a T-cell receptor sequence (or CDR3 region) and an epitope sequence, predict whether binding occurs between them. (1) The epitope is LPAADLDDF. The TCR CDR3 sequence is CASSKPRASGRRGPYEQYF. Result: 0 (the TCR does not bind to the epitope). (2) The epitope is NLWNTFTRL. The TCR CDR3 sequence is CASSDGMTYEQYF. Result: 1 (the TCR binds to the epitope). (3) The epitope is KLGGALQAK. The TCR CDR3 sequence is CASTRPDGEQFF. Result: 1 (the TCR binds to the epitope). (4) The epitope is HPKVSSEVHI. The TCR CDR3 sequence is CSVGEYGNTIYF. Result: 0 (the TCR does not bind to the epitope). (5) The epitope is GTSGSPIINR. The TCR CDR3 sequence is CASSFLGDTYEQYF. Result: 1 (the TCR binds to the epitope). (6) The epitope is YFPLQSYGF. The TCR CDR3 sequence is CASPKGDLGYTF. Result: 0 (the TCR does not bind to the epitope). (7) The TCR CDR3 sequence is CASSSSTSPYEQYF. The epitope is LEPLVDLPI. Result: 0 (the TCR does not bind to the epitope). (8) The epitope is CTELKLSDY. Result: 0 (the TCR does not bind to the epitope). The TCR CDR3 sequence is CASSSTGELFF. (9) The epitope is TLDSKTQSL. Result: 0 (the TCR does not bind to the epitope). The TCR CDR3 sequence is CASSRLALLTDTQYF.